From a dataset of NCI-60 drug combinations with 297,098 pairs across 59 cell lines. Regression. Given two drug SMILES strings and cell line genomic features, predict the synergy score measuring deviation from expected non-interaction effect. Drug 1: C1=CC(=CC=C1CC(C(=O)O)N)N(CCCl)CCCl.Cl. Drug 2: C1CN(CCN1C(=O)CCBr)C(=O)CCBr. Cell line: MALME-3M. Synergy scores: CSS=17.5, Synergy_ZIP=4.30, Synergy_Bliss=11.4, Synergy_Loewe=7.36, Synergy_HSA=10.0.